The task is: Predict which catalyst facilitates the given reaction.. This data is from Catalyst prediction with 721,799 reactions and 888 catalyst types from USPTO. (1) Reactant: Cl[CH2:2][CH2:3][O:4][C:5]1[CH:10]=[CH:9][C:8]([C:11]2[CH:12]=[N:13][CH:14]=[C:15]([C:18]=2[NH:19][C:20]2[C:21]([CH3:30])=[C:22]3[C:26](=[C:27]([Cl:29])[CH:28]=2)[NH:25][CH:24]=[CH:23]3)[C:16]#[N:17])=[CH:7][CH:6]=1.[CH3:31][N:32]1[CH2:37][CH2:36][NH:35][CH2:34][CH2:33]1. Product: [Cl:29][C:27]1[CH:28]=[C:20]([NH:19][C:18]2[C:15]([C:16]#[N:17])=[CH:14][N:13]=[CH:12][C:11]=2[C:8]2[CH:7]=[CH:6][C:5]([O:4][CH2:3][CH2:2][N:35]3[CH2:36][CH2:37][N:32]([CH3:31])[CH2:33][CH2:34]3)=[CH:10][CH:9]=2)[C:21]([CH3:30])=[C:22]2[C:26]=1[NH:25][CH:24]=[CH:23]2. The catalyst class is: 57. (2) Reactant: Cl[C:2]1[C:11]2[C:6](=[CH:7][C:8]([O:14][CH2:15][CH2:16][O:17][CH2:18][CH2:19][O:20][CH3:21])=[C:9]([O:12][CH3:13])[CH:10]=2)[N:5]=[CH:4][N:3]=1.C(=O)([O-])[O-].[K+].[K+].[OH:28][C:29]1[CH:38]=[C:37]2[C:32]([CH:33]=[CH:34][CH:35]=[N:36]2)=[CH:31][CH:30]=1.O. Product: [CH3:13][O:12][C:9]1[CH:10]=[C:11]2[C:6](=[CH:7][C:8]=1[O:14][CH2:15][CH2:16][O:17][CH2:18][CH2:19][O:20][CH3:21])[N:5]=[CH:4][N:3]=[C:2]2[O:28][C:29]1[CH:38]=[C:37]2[C:32]([CH:33]=[CH:34][CH:35]=[N:36]2)=[CH:31][CH:30]=1. The catalyst class is: 16. (3) Reactant: [O:1]=[C:2]1[CH:13]2[C:14]3[N:6]([CH:7]=[CH:8][C:9]=3[CH2:10][CH2:11][C@@H:12]2[NH:15][C:16](=[O:19])[O:17][CH3:18])[CH2:5][C@@H:4]([C:20]2[NH:21][C:22]([C:25]3[CH:30]=[CH:29][C:28]([C:31]4[CH:36]=[CH:35][C:34]([C:37]5[NH:41][C:40]([C@@H:42]6[CH2:46][CH2:45][CH2:44][NH:43]6)=[N:39][N:38]=5)=[CH:33][CH:32]=4)=[CH:27][CH:26]=3)=[CH:23][N:24]=2)[CH2:3]1.[CH3:47][O:48][C:49]([NH:51][C@@H:52]([CH:56]([CH3:58])[CH3:57])[C:53](O)=[O:54])=[O:50].CCN(C(C)C)C(C)C.CN(C(ON1N=NC2C=CC=NC1=2)=[N+](C)C)C.F[P-](F)(F)(F)(F)F. Product: [CH3:18][O:17][C:16](=[O:19])[NH:15][C@@H:12]1[CH:13]2[C:2](=[O:1])[CH2:3][C@H:4]([C:20]3[NH:21][C:22]([C:25]4[CH:26]=[CH:27][C:28]([C:31]5[CH:36]=[CH:35][C:34]([C:37]6[NH:41][C:40]([C@@H:42]7[CH2:46][CH2:45][CH2:44][N:43]7[C:53](=[O:54])[C@@H:52]([NH:51][C:49]([O:48][CH3:47])=[O:50])[CH:56]([CH3:58])[CH3:57])=[N:39][N:38]=6)=[CH:33][CH:32]=5)=[CH:29][CH:30]=4)=[CH:23][N:24]=3)[CH2:5][N:6]3[C:14]2=[C:9]([CH:8]=[CH:7]3)[CH2:10][CH2:11]1. The catalyst class is: 3. (4) Reactant: [CH2:1]([C:3]([C:12]1[CH:17]=[CH:16][C:15]([OH:18])=[C:14]([CH3:19])[CH:13]=1)([C:6]1[S:7][CH:8]=[C:9]([CH3:11])[CH:10]=1)[CH2:4][CH3:5])[CH3:2].Br[CH2:21][C:22]([O:24][CH3:25])=[O:23].C([O-])([O-])=O.[K+].[K+]. Product: [CH3:25][O:24][C:22](=[O:23])[CH2:21][O:18][C:15]1[CH:16]=[CH:17][C:12]([C:3]([CH2:4][CH3:5])([C:6]2[S:7][CH:8]=[C:9]([CH3:11])[CH:10]=2)[CH2:1][CH3:2])=[CH:13][C:14]=1[CH3:19]. The catalyst class is: 21. (5) Reactant: [H-].[Na+].[I:3][C:4]1[CH:5]=[N:6][NH:7][CH:8]=1.Br[CH:10]([CH3:12])[CH3:11].O. Product: [I:3][C:4]1[CH:5]=[N:6][N:7]([CH:10]([CH3:12])[CH3:11])[CH:8]=1. The catalyst class is: 9. (6) The catalyst class is: 149. Product: [NH2:11][C:7]1[C:6]2[C:2]([C:18]3[CH:17]=[CH:16][C:15]([NH:29][C:30](=[O:36])[O:31][C:32]([CH3:33])([CH3:34])[CH3:35])=[C:14]([O:13][CH3:12])[CH:19]=3)=[CH:3][O:4][C:5]=2[CH:10]=[CH:9][N:8]=1. Reactant: Br[C:2]1[C:6]2[C:7]([NH2:11])=[N:8][CH:9]=[CH:10][C:5]=2[O:4][CH:3]=1.[CH3:12][O:13][C:14]1[CH:19]=[C:18](B2OC(C)(C)C(C)(C)O2)[CH:17]=[CH:16][C:15]=1[NH:29][C:30](=[O:36])[O:31][C:32]([CH3:35])([CH3:34])[CH3:33].C(=O)([O-])[O-].[Na+].[Na+]. (7) Reactant: C([O:8][C:9](=[O:36])[CH:10]([NH:28][C:29]([O:31][C:32]([CH3:35])([CH3:34])[CH3:33])=[O:30])[CH2:11][C:12]1[C:20]2[C:15](=[CH:16][CH:17]=[CH:18][CH:19]=2)[N:14]([CH2:21][C:22]2[CH:27]=[CH:26][CH:25]=[CH:24][CH:23]=2)[CH:13]=1)C1C=CC=CC=1.[OH-].[K+].C1COCC1. Product: [CH2:21]([N:14]1[C:15]2[C:20](=[CH:19][CH:18]=[CH:17][CH:16]=2)[C:12]([CH2:11][C@@H:10]([NH:28][C:29]([O:31][C:32]([CH3:35])([CH3:34])[CH3:33])=[O:30])[C:9]([OH:36])=[O:8])=[CH:13]1)[C:22]1[CH:23]=[CH:24][CH:25]=[CH:26][CH:27]=1. The catalyst class is: 24.